Dataset: Peptide-MHC class I binding affinity with 185,985 pairs from IEDB/IMGT. Task: Regression. Given a peptide amino acid sequence and an MHC pseudo amino acid sequence, predict their binding affinity value. This is MHC class I binding data. (1) The peptide sequence is DTDIVNNFIT. The MHC is HLA-A02:01 with pseudo-sequence HLA-A02:01. The binding affinity (normalized) is 0.171. (2) The peptide sequence is AYIDNYNKV. The MHC is HLA-B45:01 with pseudo-sequence HLA-B45:01. The binding affinity (normalized) is 0.